From a dataset of Catalyst prediction with 721,799 reactions and 888 catalyst types from USPTO. Predict which catalyst facilitates the given reaction. (1) Reactant: [CH2:1]([O:3][C:4]1[C:5]([CH2:11][OH:12])=[N:6][C:7]([CH3:10])=[CH:8][CH:9]=1)[CH3:2].P([O-])([O-])([O-])=[O:14].[O-]Cl=O.[Na+].[O-]Cl.[Na+].[OH-].[Na+].Cl. Product: [CH2:1]([O:3][C:4]1[C:5]([C:11]([OH:14])=[O:12])=[N:6][C:7]([CH3:10])=[CH:8][CH:9]=1)[CH3:2]. The catalyst class is: 47. (2) The catalyst class is: 4. Reactant: [Br:1][C:2]1[CH:3]=[C:4]2[C:9](=[CH:10][CH:11]=1)[N:8]=[CH:7][C:6]([N:12]1[CH2:17][CH2:16][N:15](C(OC(C)(C)C)=O)[CH2:14][CH2:13]1)=[C:5]2[Cl:25].FC(F)(F)C(O)=[O:29]. Product: [Br:1][C:2]1[CH:3]=[C:4]2[C:9](=[CH:10][CH:11]=1)[NH:8][C:7](=[O:29])[C:6]([N:12]1[CH2:17][CH2:16][NH:15][CH2:14][CH2:13]1)=[C:5]2[Cl:25]. (3) Reactant: [O:1]1[CH:5]=[CH:4][CH:3]=[C:2]1[CH2:6][NH:7][CH3:8].[C:9]1([C:28]2[CH:33]=[CH:32][CH:31]=[CH:30][CH:29]=2)[CH:14]=[CH:13][C:12]([CH2:15][C@H:16]([NH:20][C:21]([O:23][C:24]([CH3:27])([CH3:26])[CH3:25])=[O:22])[C:17](O)=[O:18])=[CH:11][CH:10]=1.CN(C=O)C.CN(C(ON1N=NC2C=CC=NC1=2)=[N+](C)C)C.F[P-](F)(F)(F)(F)F. Product: [C:9]1([C:28]2[CH:29]=[CH:30][CH:31]=[CH:32][CH:33]=2)[CH:10]=[CH:11][C:12]([CH2:15][C@H:16]([NH:20][C:21](=[O:22])[O:23][C:24]([CH3:25])([CH3:26])[CH3:27])[C:17]([N:7]([CH2:6][C:2]2[O:1][CH:5]=[CH:4][CH:3]=2)[CH3:8])=[O:18])=[CH:13][CH:14]=1. The catalyst class is: 2. (4) Reactant: [H-].[Na+].CCCCCC.[CH3:9][O:10][C:11]1[CH:17]=[CH:16][CH:15]=[C:14]([N+:18]([O-:20])=[O:19])[C:12]=1[NH2:13].[Br:21][CH2:22][C:23](Br)=[O:24]. Product: [Br:21][CH2:22][C:23]([NH:13][C:12]1[C:14]([N+:18]([O-:20])=[O:19])=[CH:15][CH:16]=[CH:17][C:11]=1[O:10][CH3:9])=[O:24]. The catalyst class is: 1. (5) Reactant: [Br:1][C:2]1[CH:7]=[CH:6][CH:5]=[C:4]([CH2:8]Br)[C:3]=1[CH3:10].[NH:11]1[C:15]2[CH:16]=[CH:17][CH:18]=[CH:19][C:14]=2[N:13]=[CH:12]1.C(=O)([O-])[O-].[K+].[K+]. Product: [Br:1][C:2]1[C:3]([CH3:10])=[C:4]([CH:5]=[CH:6][CH:7]=1)[CH2:8][N:11]1[C:15]2[CH:16]=[CH:17][CH:18]=[CH:19][C:14]=2[N:13]=[CH:12]1. The catalyst class is: 290. (6) Reactant: [NH3:1].[C:2]([OH:10])(=[O:9])[C:3]([CH2:5][C:6]([OH:8])=[O:7])=[CH2:4]. Product: [C:5](#[N:1])[CH:3]=[CH2:2].[C:2]([OH:10])(=[O:9])[C:3]([CH3:5])=[CH2:4].[C:2]([OH:10])(=[O:9])[C:3]([CH2:5][C:6]([OH:8])=[O:7])=[CH2:4]. The catalyst class is: 16. (7) Reactant: Br[CH:2]=[C:3]1[C:9]2[CH:10]=[CH:11][CH:12]=[C:13]([F:14])[C:8]=2[CH2:7][O:6][C:5]2[CH:15]=[C:16]([F:19])[CH:17]=[CH:18][C:4]1=2.[N:20]1([CH2:26][CH2:27][N:28]2[C:32]3[CH:33]=[CH:34][C:35](B4OC(C)(C)C(C)(C)O4)=[CH:36][C:31]=3[NH:30][C:29]2=[O:46])[CH2:25][CH2:24][O:23][CH2:22][CH2:21]1.C([O-])([O-])=O.[Na+].[Na+]. Product: [F:19][C:16]1[CH:17]=[CH:18][C:4]2[C:3](=[CH:2][C:35]3[CH:34]=[CH:33][C:32]4[N:28]([CH2:27][CH2:26][N:20]5[CH2:21][CH2:22][O:23][CH2:24][CH2:25]5)[C:29](=[O:46])[NH:30][C:31]=4[CH:36]=3)[C:9]3[CH:10]=[CH:11][CH:12]=[C:13]([F:14])[C:8]=3[CH2:7][O:6][C:5]=2[CH:15]=1. The catalyst class is: 203.